From a dataset of Forward reaction prediction with 1.9M reactions from USPTO patents (1976-2016). Predict the product of the given reaction. (1) Given the reactants C1COCC1.[Cl:6][C:7]1[C:11]([CH3:12])=[CH:10][S:9][C:8]=1[C:13]1([C:18](Cl)=[O:19])[CH2:17][CH2:16][CH2:15][CH2:14]1.O.[NH2:22][NH2:23].C(=O)([O-])O.[Na+], predict the reaction product. The product is: [Cl:6][C:7]1[C:11]([CH3:12])=[CH:10][S:9][C:8]=1[C:13]1([C:18]([NH:22][NH2:23])=[O:19])[CH2:17][CH2:16][CH2:15][CH2:14]1. (2) Given the reactants [CH3:1][C:2]1([CH3:20])[C:10]2[C:5](=[CH:6][CH:7]=[C:8](OS(C(F)(F)F)(=O)=O)[CH:9]=2)[C:4](=[O:19])[CH2:3]1.[CH3:21][N:22]([CH3:32])[C:23]1[CH:28]=[CH:27][C:26](B(O)O)=[CH:25][CH:24]=1, predict the reaction product. The product is: [CH3:21][N:22]([CH3:32])[C:23]1[CH:28]=[CH:27][C:26]([C:8]2[CH:9]=[C:10]3[C:5](=[CH:6][CH:7]=2)[C:4](=[O:19])[CH2:3][C:2]3([CH3:20])[CH3:1])=[CH:25][CH:24]=1. (3) The product is: [Cl:2][C:3]1[CH:4]=[C:5]([NH:10][C:11]2[C:16]([NH:17][N:18]=[CH:31][C:24]3[C:25]4[C:30](=[CH:29][CH:28]=[CH:27][CH:26]=4)[NH:22][CH:23]=3)=[N:15][C:14]3=[N:19][O:20][N:21]=[C:13]3[N:12]=2)[CH:6]=[CH:7][C:8]=1[Cl:9]. Given the reactants Cl.[Cl:2][C:3]1[CH:4]=[C:5]([NH:10][C:11]2[C:16]([NH:17][NH2:18])=[N:15][C:14]3=[N:19][O:20][N:21]=[C:13]3[N:12]=2)[CH:6]=[CH:7][C:8]=1[Cl:9].[NH:22]1[C:30]2[C:25](=[CH:26][CH:27]=[CH:28][CH:29]=2)[C:24]([CH:31]=O)=[CH:23]1, predict the reaction product. (4) Given the reactants [Cl:1][C:2]1[CH:7]=[CH:6][C:5]([CH:8]([CH2:12][CH:13]=[O:14])[C:9]([OH:11])=[O:10])=[CH:4][CH:3]=1.S(=O)(=O)(O)O.[CH:20](O)([CH3:22])[CH3:21], predict the reaction product. The product is: [Cl:1][C:2]1[CH:3]=[CH:4][C:5]([CH:8]([CH2:12][CH:13]=[O:14])[C:9]([O:11][CH:20]([CH3:22])[CH3:21])=[O:10])=[CH:6][CH:7]=1. (5) Given the reactants [Cl:1][C:2]1[CH:7]=[C:6]([C:8]([F:11])([F:10])[F:9])[CH:5]=[CH:4][C:3]=1[NH:12][C:13]1[CH:18]=[C:17]([O:19][CH2:20][CH2:21][O:22][CH3:23])[CH:16]=[CH:15][C:14]=1/[CH:24]=[CH:25]/[C:26]([OH:28])=O.CC1C=CC=C([N+]([O-])=O)C=1C(OC(=O)C1C([N+]([O-])=O)=CC=CC=1C)=O.[CH2:54]([S:59]([NH2:62])(=[O:61])=[O:60])[CH2:55][CH2:56][CH2:57][CH3:58].[Cl-].[NH4+], predict the reaction product. The product is: [Cl:1][C:2]1[CH:7]=[C:6]([C:8]([F:11])([F:9])[F:10])[CH:5]=[CH:4][C:3]=1[NH:12][C:13]1[CH:18]=[C:17]([O:19][CH2:20][CH2:21][O:22][CH3:23])[CH:16]=[CH:15][C:14]=1/[CH:24]=[CH:25]/[C:26]([NH:62][S:59]([CH2:54][CH2:55][CH2:56][CH2:57][CH3:58])(=[O:61])=[O:60])=[O:28]. (6) Given the reactants [C:1]1([C:7]2[C:8]([C:22]3[CH:29]=[CH:28][C:25]([CH:26]=O)=[CH:24][CH:23]=3)=[N:9][C:10]3[C:15]([CH:16]=2)=[C:14]([C:17]2[CH:18]=[N:19][NH:20][CH:21]=2)[N:13]=[CH:12][CH:11]=3)[CH:6]=[CH:5][CH:4]=[CH:3][CH:2]=1.[NH2:30][CH2:31][C:32]([CH3:36])([CH3:35])[CH2:33][OH:34].C(O)(=O)C.C(O[BH-](OC(=O)C)OC(=O)C)(=O)C.[Na+].C(=O)(O)[O-].[Na+], predict the reaction product. The product is: [CH3:35][C:32]([CH3:36])([CH2:31][NH:30][CH2:26][C:25]1[CH:24]=[CH:23][C:22]([C:8]2[C:7]([C:1]3[CH:6]=[CH:5][CH:4]=[CH:3][CH:2]=3)=[CH:16][C:15]3[C:10](=[CH:11][CH:12]=[N:13][C:14]=3[C:17]3[CH:21]=[N:20][NH:19][CH:18]=3)[N:9]=2)=[CH:29][CH:28]=1)[CH2:33][OH:34]. (7) Given the reactants [NH:1]1[CH:5]=[N:4][C:3]([S:6][CH2:7][CH2:8][O:9][C:10]2[CH:11]=[C:12]([CH2:16][NH2:17])[CH:13]=[CH:14][CH:15]=2)=[N:2]1.[C:18]([C:20]1[CH:21]=[C:22]2[C:27](=[CH:28][CH:29]=1)[N:26]=[C:25]([C:30](OCC)=[O:31])[NH:24][C:23]2=[O:35])#[N:19].C(N(C(C)C)CC)(C)C, predict the reaction product. The product is: [C:18]([C:20]1[CH:21]=[C:22]2[C:27](=[CH:28][CH:29]=1)[N:26]=[C:25]([C:30]([NH:17][CH2:16][C:12]1[CH:13]=[CH:14][CH:15]=[C:10]([O:9][CH2:8][CH2:7][S:6][C:3]3[N:4]=[CH:5][NH:1][N:2]=3)[CH:11]=1)=[O:31])[NH:24][C:23]2=[O:35])#[N:19]. (8) Given the reactants [CH3:1][O:2][C:3]1[CH:27]=[C:26]([O:28][CH3:29])[CH:25]=[CH:24][C:4]=1[CH2:5][NH:6][C:7]([C:9]1[S:13][C:12]([C:14]2[CH:19]=[CH:18][C:17]([Cl:20])=[CH:16][CH:15]=2)=[N:11][C:10]=1[CH2:21][CH2:22]O)=[O:8].CCOC(C)=O.OI1(=O)C2C=CC=CC=2C(=O)O1, predict the reaction product. The product is: [Cl:20][C:17]1[CH:18]=[CH:19][C:14]([C:12]2[S:13][C:9]3[C:7](=[O:8])[N:6]([CH2:5][C:4]4[CH:24]=[CH:25][C:26]([O:28][CH3:29])=[CH:27][C:3]=4[O:2][CH3:1])[CH:22]=[CH:21][C:10]=3[N:11]=2)=[CH:15][CH:16]=1. (9) Given the reactants [Li]CCCC.[CH3:6][N:7]1[CH:11]=[CH:10][N:9]=[CH:8]1.Cl[Si](CC)(CC)CC.[Cl:20][C:21]1[CH:26]=[CH:25][C:24]([C:27]([C:29]2[CH:30]=[C:31]3[C:36](=[CH:37][CH:38]=2)[N:35]=[C:34]([CH3:39])[N:33]=[C:32]3[C:40]2[CH:45]=[CH:44][CH:43]=[C:42]([Cl:46])[CH:41]=2)=[O:28])=[CH:23][CH:22]=1, predict the reaction product. The product is: [Cl:46][C:42]1[CH:41]=[C:40]([C:32]2[C:31]3[C:36](=[CH:37][CH:38]=[C:29]([C:27]([C:24]4[CH:23]=[CH:22][C:21]([Cl:20])=[CH:26][CH:25]=4)([C:11]4[N:7]([CH3:6])[CH:8]=[N:9][CH:10]=4)[OH:28])[CH:30]=3)[N:35]=[C:34]([CH3:39])[N:33]=2)[CH:45]=[CH:44][CH:43]=1.